Dataset: Peptide-MHC class I binding affinity with 185,985 pairs from IEDB/IMGT. Task: Regression. Given a peptide amino acid sequence and an MHC pseudo amino acid sequence, predict their binding affinity value. This is MHC class I binding data. (1) The peptide sequence is FTEGKINPL. The MHC is HLA-A02:03 with pseudo-sequence HLA-A02:03. The binding affinity (normalized) is 0.706. (2) The peptide sequence is SRFPEALRL. The MHC is HLA-B27:05 with pseudo-sequence HLA-B27:05. The binding affinity (normalized) is 0.773. (3) The peptide sequence is HSNIEEVAL. The MHC is HLA-B44:03 with pseudo-sequence HLA-B44:03. The binding affinity (normalized) is 0. (4) The peptide sequence is ALFSGVSWVM. The MHC is HLA-A02:01 with pseudo-sequence HLA-A02:01. The binding affinity (normalized) is 0.817. (5) The peptide sequence is SIMETIDPVY. The MHC is HLA-A03:01 with pseudo-sequence HLA-A03:01. The binding affinity (normalized) is 0.501. (6) The peptide sequence is RECGARVIL. The MHC is HLA-A11:01 with pseudo-sequence HLA-A11:01. The binding affinity (normalized) is 0.0847.